The task is: Predict the reaction yield, written as a fraction of the theoretical maximum amount of product (1.0 means a 100% yield; for example, 0.34 means a 34% yield).. This data is from Reaction yield outcomes from USPTO patents with 853,638 reactions. (1) The reactants are Cl[CH2:2][C:3]1[N:12]([C:13]2[CH:18]=[CH:17][CH:16]=[CH:15][C:14]=2[Cl:19])[C:11](=[O:20])[C:10]2[C:5](=[CH:6][C:7]([F:22])=[C:8]([F:21])[CH:9]=2)[N:4]=1.O.[SH:24][C:25]1[N:33]=[CH:32][N:31]=[C:30]2[C:26]=1[NH:27][CH:28]=[N:29]2.C([O-])([O-])=O.[K+].[K+]. The catalyst is CN(C=O)C. The product is [Cl:19][C:14]1[CH:15]=[CH:16][CH:17]=[CH:18][C:13]=1[N:12]1[C:11](=[O:20])[C:10]2[C:5](=[CH:6][C:7]([F:22])=[C:8]([F:21])[CH:9]=2)[N:4]=[C:3]1[CH2:2][S:24][C:25]1[N:33]=[CH:32][N:31]=[C:30]2[C:26]=1[N:27]=[CH:28][NH:29]2. The yield is 0.530. (2) The reactants are C(OC1C(N)=C([C:15]2[N:19]=[C:18]([C:20]3[S:24][C:23]([NH:25][C:26]4[CH:31]=[C:30]([O:32][CH3:33])[C:29]([O:34][CH3:35])=[C:28]([O:36][CH3:37])[CH:27]=4)=[N:22][C:21]=3[NH2:38])[O:17][N:16]=2)C=CC=1C(O)=O)(C)(C)C.[OH-].[Na+]. The catalyst is FC(F)(F)C(O)=O.ClCCl. The product is [NH2:25][C:26]1[CH:27]=[C:28]([C:15]2[N:19]=[C:18]([C:20]3[S:24][C:23]([NH:25][C:26]4[CH:27]=[C:28]([O:36][CH3:37])[C:29]([O:34][CH3:35])=[C:30]([O:32][CH3:33])[CH:31]=4)=[N:22][C:21]=3[NH2:38])[O:17][N:16]=2)[CH:29]=[CH:30][CH:31]=1. The yield is 0.950. (3) The reactants are [CH3:1][O:2][C:3]1[CH:8]=[CH:7][C:6]([C:9]([F:12])([F:11])[F:10])=[CH:5][C:4]=1[N:13]=[C:14]=[O:15].[NH2:16][C:17]1[CH:34]=[CH:33][C:20]([O:21][C:22]2[CH:23]=[C:24]3[C:28](=[CH:29][CH:30]=2)[C:27](=[O:31])[NH:26][C:25]3=[O:32])=[CH:19][CH:18]=1.CO. The catalyst is C(Cl)Cl. The product is [CH3:1][O:2][C:3]1[CH:8]=[CH:7][C:6]([C:9]([F:12])([F:11])[F:10])=[CH:5][C:4]=1[NH:13][C:14]([NH:16][C:17]1[CH:18]=[CH:19][C:20]([O:21][C:22]2[CH:23]=[C:24]3[C:28](=[CH:29][CH:30]=2)[C:27](=[O:31])[NH:26][C:25]3=[O:32])=[CH:33][CH:34]=1)=[O:15]. The yield is 0.960.